From a dataset of Reaction yield outcomes from USPTO patents with 853,638 reactions. Predict the reaction yield, written as a fraction of the theoretical maximum amount of product (1.0 means a 100% yield; for example, 0.34 means a 34% yield). (1) The reactants are [CH2:1]([C:3]1[O:4][C:5]([C:10]2[CH:15]=[CH:14][C:13]([C:16]([F:19])([F:18])[F:17])=[CH:12][CH:11]=2)=[CH:6][C:7]=1[CH:8]=[O:9])[CH3:2].[C:20]1([Mg]Br)[CH:25]=[CH:24][CH:23]=[CH:22][CH:21]=1.O1CCCC1. No catalyst specified. The product is [CH2:1]([C:3]1[O:4][C:5]([C:10]2[CH:15]=[CH:14][C:13]([C:16]([F:19])([F:17])[F:18])=[CH:12][CH:11]=2)=[CH:6][C:7]=1[CH:8]([C:20]1[CH:25]=[CH:24][CH:23]=[CH:22][CH:21]=1)[OH:9])[CH3:2]. The yield is 0.870. (2) The reactants are [CH2:1]([O:3][C:4]1[CH:5]=[C:6]([CH2:18][OH:19])[CH:7]=[C:8]([O:15][CH2:16][CH3:17])[C:9]=1[N:10]1[CH:14]=[CH:13][CH:12]=[CH:11]1)[CH3:2]. The catalyst is C1(C)C=CC=CC=1.O=[Mn]=O. The product is [CH2:16]([O:15][C:8]1[CH:7]=[C:6]([CH:5]=[C:4]([O:3][CH2:1][CH3:2])[C:9]=1[N:10]1[CH:14]=[CH:13][CH:12]=[CH:11]1)[CH:18]=[O:19])[CH3:17]. The yield is 0.890. (3) The reactants are C(Cl)CCl.[C:5]([O:9][C:10]([NH:12][CH:13]([CH:17]([OH:26])[C:18]1[CH:23]=[CH:22][C:21]([O:24][CH3:25])=[CH:20][CH:19]=1)[C:14]([OH:16])=O)=[O:11])([CH3:8])([CH3:7])[CH3:6].FC(F)(F)C(O)=O.[CH2:34]([O:38][C:39]1([C:43]2[CH:48]=[CH:47][CH:46]=[CH:45][C:44]=2[CH3:49])[CH2:42][NH:41][CH2:40]1)[CH2:35][CH2:36][CH3:37].C1C=NC2N(O)N=NC=2C=1.[OH-].[Na+]. The catalyst is CN(C)C1C=CN=CC=1.ClCCl. The product is [C:5]([O:9][C:10](=[O:11])[NH:12][CH:13]([C:14]([N:41]1[CH2:40][C:39]([O:38][CH2:34][CH2:35][CH2:36][CH3:37])([C:43]2[CH:48]=[CH:47][CH:46]=[CH:45][C:44]=2[CH3:49])[CH2:42]1)=[O:16])[CH:17]([OH:26])[C:18]1[CH:23]=[CH:22][C:21]([O:24][CH3:25])=[CH:20][CH:19]=1)([CH3:6])([CH3:7])[CH3:8]. The yield is 0.870. (4) No catalyst specified. The yield is 0.380. The reactants are [I:1][C:2]1[CH:3]=[C:4]([C:8](=[O:15])[CH2:9][C:10](OCC)=[O:11])[CH:5]=[CH:6][CH:7]=1.[C:16]([OH:20])([CH3:19])([CH3:18])[CH3:17]. The product is [I:1][C:2]1[CH:3]=[C:4]([C:8](=[O:15])[CH2:9][C:10]([O:20][C:16]([CH3:19])([CH3:18])[CH3:17])=[O:11])[CH:5]=[CH:6][CH:7]=1. (5) The reactants are C[O:2][C:3]([C:5]1[C:9]([N:10]([S:18]([C:21]2[CH:26]=[CH:25][C:24]([O:27][CH3:28])=[CH:23][CH:22]=2)(=[O:20])=[O:19])[CH2:11][C:12]2[CH:13]=[N:14][CH:15]=[CH:16][CH:17]=2)=[C:8]([Br:29])[S:7][CH:6]=1)=[O:4].O.[OH-].[Li+]. The catalyst is C1COCC1.CO. The product is [Br:29][C:8]1[S:7][CH:6]=[C:5]([C:3]([OH:4])=[O:2])[C:9]=1[N:10]([S:18]([C:21]1[CH:22]=[CH:23][C:24]([O:27][CH3:28])=[CH:25][CH:26]=1)(=[O:19])=[O:20])[CH2:11][C:12]1[CH:13]=[N:14][CH:15]=[CH:16][CH:17]=1. The yield is 1.00. (6) The reactants are [OH:1][N:2]1[C:6](=[O:7])[C:5]2=[CH:8][CH:9]=[CH:10][CH:11]=[C:4]2[C:3]1=[O:12].C1CCN2C(=NCCC2)CC1.CC1C=CC(S([O-])(=O)=O)=CC=1.[CH2:35]([OH:41])[CH2:36][O:37][CH2:38][CH2:39]O. The catalyst is CN(C=O)C. The product is [OH:41][CH2:35][CH2:36][O:37][CH2:38][CH2:39][O:1][N:2]1[C:3](=[O:12])[C:4]2=[CH:11][CH:10]=[CH:9][CH:8]=[C:5]2[C:6]1=[O:7]. The yield is 0.740. (7) The reactants are [NH:1]1[CH2:11][CH2:10][CH:4]([C:5]([O:7][CH2:8][CH3:9])=[O:6])[CH2:3][CH2:2]1.[C:12]([O:16][C:17](O[C:17]([O:16][C:12]([CH3:15])([CH3:14])[CH3:13])=[O:18])=[O:18])([CH3:15])([CH3:14])[CH3:13]. The catalyst is ClCCl.C(N(CC)CC)C. The product is [CH2:8]([O:7][C:5]([CH:4]1[CH2:3][CH2:2][N:1]([C:17]([O:16][C:12]([CH3:15])([CH3:14])[CH3:13])=[O:18])[CH2:11][CH2:10]1)=[O:6])[CH3:9]. The yield is 1.00.